Dataset: Reaction yield outcomes from USPTO patents with 853,638 reactions. Task: Predict the reaction yield, written as a fraction of the theoretical maximum amount of product (1.0 means a 100% yield; for example, 0.34 means a 34% yield). (1) The reactants are [CH2:1]([O:3][C:4]([C:6]1[CH:7]=[N:8][C:9]2[C:14]([C:15]=1Cl)=[CH:13][CH:12]=[CH:11][C:10]=2[O:17][CH3:18])=[O:5])[CH3:2].[NH2:19][CH2:20][CH2:21][CH3:22]. No catalyst specified. The product is [CH2:1]([O:3][C:4]([C:6]1[CH:7]=[N:8][C:9]2[C:14]([C:15]=1[NH:19][CH2:20][CH2:21][CH3:22])=[CH:13][CH:12]=[CH:11][C:10]=2[O:17][CH3:18])=[O:5])[CH3:2]. The yield is 1.00. (2) The product is [CH3:9][O:8][C:7]1[C:2]([N:19]2[CH2:24][CH2:23][O:22][CH2:21][CH2:20]2)=[N:3][C:4]([C:10]2[CH:15]=[CH:14][C:13]([N+:16]([O-:18])=[O:17])=[CH:12][CH:11]=2)=[N:5][CH:6]=1. The reactants are Cl[C:2]1[C:7]([O:8][CH3:9])=[CH:6][N:5]=[C:4]([C:10]2[CH:15]=[CH:14][C:13]([N+:16]([O-:18])=[O:17])=[CH:12][CH:11]=2)[N:3]=1.[NH:19]1[CH2:24][CH2:23][O:22][CH2:21][CH2:20]1.[NH4+].[Cl-]. The catalyst is ClCCl. The yield is 0.410. (3) The reactants are [OH:1][C:2]1[CH:9]=[CH:8][CH:7]=[C:6]([N+:10]([O-:12])=[O:11])[C:3]=1[C:4]#[N:5].C([O-])([O-])=O.[Cs+].[Cs+].[CH2:19](Br)[C:20]1[CH:25]=[CH:24][CH:23]=[CH:22][CH:21]=1. The catalyst is CC(C)=O. The product is [N+:10]([C:6]1[CH:7]=[CH:8][CH:9]=[C:2]([O:1][CH2:19][C:20]2[CH:25]=[CH:24][CH:23]=[CH:22][CH:21]=2)[C:3]=1[C:4]#[N:5])([O-:12])=[O:11]. The yield is 0.320. (4) The reactants are [CH3:1][C:2]1([CH3:19])[CH2:7][O:6][CH:5]([CH2:8][O:9][C:10]2[CH:15]=[CH:14][N+:13]([O-])=[C:12]([CH3:17])[C:11]=2[CH3:18])[O:4][CH2:3]1.C(OC(=O)C)(=[O:22])C.[OH-].[Na+]. No catalyst specified. The product is [CH3:1][C:2]1([CH3:19])[CH2:7][O:6][CH:5]([CH2:8][O:9][C:10]2[CH:15]=[CH:14][N:13]=[C:12]([CH2:17][OH:22])[C:11]=2[CH3:18])[O:4][CH2:3]1. The yield is 0.397. (5) The reactants are [CH3:1][O:2][C:3]1[CH:4]=[CH:5][C:6]2[C:10]([O:11][C:12]3[CH:17]=[CH:16][C:15](/[CH:18]=[CH:19]/[C:20]([O:22][CH3:23])=[O:21])=[CH:14][CH:13]=3)=[C:9]([C:24]3[CH:29]=[CH:28][C:27]([O:30][CH3:31])=[CH:26][CH:25]=3)[S:8](=O)[C:7]=2[CH:33]=1.C1(P(C2C=CC=CC=2)C2C=CC=CC=2)C=CC=CC=1.[Si](Cl)(C)(C)C. The catalyst is C1COCC1. The product is [CH3:1][O:2][C:3]1[CH:4]=[CH:5][C:6]2[C:10]([O:11][C:12]3[CH:17]=[CH:16][C:15](/[CH:18]=[CH:19]/[C:20]([O:22][CH3:23])=[O:21])=[CH:14][CH:13]=3)=[C:9]([C:24]3[CH:25]=[CH:26][C:27]([O:30][CH3:31])=[CH:28][CH:29]=3)[S:8][C:7]=2[CH:33]=1. The yield is 0.570.